From a dataset of Serine/threonine kinase 33 screen with 319,792 compounds. Binary Classification. Given a drug SMILES string, predict its activity (active/inactive) in a high-throughput screening assay against a specified biological target. (1) The drug is Brc1ccc(OCc2c(OC)ccc(c2)/C=N\NC(=S)Nc2ccccc2)cc1. The result is 0 (inactive). (2) The drug is Clc1c(C2=NOC(C2)C(=O)Nc2sc3c(CCC3)c2C#N)c(F)ccc1. The result is 0 (inactive). (3) The drug is O=C1N(N=C(CC1)c1ccc(cc1)C)CC(=O)NCCN(C)C. The result is 0 (inactive). (4) The drug is O1C2(OCC1)CCN(CC2)C(=O)COc1c2c(n(c(=O)c1)C)cccc2. The result is 0 (inactive). (5) The molecule is S(=O)(=O)(N(c1nc(cc(n1)C)C)C#N)c1ccc(NC(=O)C)cc1. The result is 0 (inactive). (6) The compound is S(=O)(=O)(Nc1sc(nn1)C)C. The result is 0 (inactive). (7) The result is 0 (inactive). The molecule is O(CCN(CC(C)C)CC(C)C)c1cc(N2C(=O)C=3CCCCC3C2=O)ccc1. (8) The compound is O=c1[nH]c2c(c(CN(c3cc(ccc3)C)C(=O)C)c1)cccc2. The result is 0 (inactive).